This data is from Catalyst prediction with 721,799 reactions and 888 catalyst types from USPTO. The task is: Predict which catalyst facilitates the given reaction. Reactant: [F:1][C:2]1[S:6][C:5]([NH:7][C:8]([C:10]2[CH:14]=[C:13]([C@@H:15]3[CH2:19][C@@H:18]([F:20])[CH2:17][NH:16]3)[S:12][C:11]=2[CH3:21])=[O:9])=[N:4][CH:3]=1.Cl.C(N=C=NCCCN(C)C)C.O.ON1C2C=CC=CC=2N=N1.[CH3:45][C:46]([O:49][C:50]([NH:52][CH2:53][C:54](O)=[O:55])=[O:51])([CH3:48])[CH3:47].C(N(C(C)C)CC)(C)C.C(=O)([O-])O.[Na+]. Product: [C:46]([O:49][C:50](=[O:51])[NH:52][CH2:53][C:54]([N:16]1[CH2:17][C@H:18]([F:20])[CH2:19][C@H:15]1[C:13]1[S:12][C:11]([CH3:21])=[C:10]([C:8](=[O:9])[NH:7][C:5]2[S:6][C:2]([F:1])=[CH:3][N:4]=2)[CH:14]=1)=[O:55])([CH3:48])([CH3:45])[CH3:47]. The catalyst class is: 695.